Dataset: Catalyst prediction with 721,799 reactions and 888 catalyst types from USPTO. Task: Predict which catalyst facilitates the given reaction. (1) Reactant: C(OC([NH:11][CH:12]([CH:19]1[CH2:24][CH2:23][NH:22][CH2:21][CH2:20]1)[CH2:13][C:14]([O:16][CH2:17][CH3:18])=[O:15])=O)C1C=CC=CC=1.Cl[C:26]1[N:31]=[C:30](Cl)[C:29]([F:33])=[CH:28][N:27]=1.CCN(C(C)C)C(C)C.[NH2:43][C:44]1[CH:45]=[C:46]2[C:51](=[CH:52][CH:53]=1)[NH:50][C:49](=[O:54])[CH2:48][CH2:47]2. Product: [NH2:11][CH:12]([CH:19]1[CH2:20][CH2:21][N:22]([C:28]2[C:29]([F:33])=[CH:30][N:31]=[C:26]([NH:43][C:44]3[CH:45]=[C:46]4[C:51](=[CH:52][CH:53]=3)[NH:50][C:49](=[O:54])[CH2:48][CH2:47]4)[N:27]=2)[CH2:23][CH2:24]1)[CH2:13][C:14]([O:16][CH2:17][CH3:18])=[O:15]. The catalyst class is: 23. (2) Reactant: C(N(CC)CC)C.[NH:8]1[C:16]2[C:11](=[C:12]([CH:17]=[CH:18][C:19]([OH:21])=O)[CH:13]=[CH:14][CH:15]=2)[CH:10]=[CH:9]1.ClC(OCC)=O.[N-:28]=[N+:29]=[N-:30].[Na+]. Product: [NH:8]1[C:16]2[C:11](=[C:12]([CH:17]=[CH:18][C:19]([N:28]=[N+:29]=[N-:30])=[O:21])[CH:13]=[CH:14][CH:15]=2)[CH:10]=[CH:9]1. The catalyst class is: 95. (3) Reactant: [F:1][C:2]([F:12])([F:11])[O:3][C:4]1[CH:5]=[C:6]([OH:10])[CH:7]=[CH:8][CH:9]=1.[H-].[Na+].Cl[C:16]1[C:21]([Cl:22])=[CH:20][C:19]([N+:23]([O-:25])=[O:24])=[CH:18][N:17]=1.O. Product: [Cl:22][C:21]1[C:16]([O:10][C:6]2[CH:7]=[CH:8][CH:9]=[C:4]([O:3][C:2]([F:11])([F:12])[F:1])[CH:5]=2)=[N:17][CH:18]=[C:19]([N+:23]([O-:25])=[O:24])[CH:20]=1. The catalyst class is: 7.